This data is from Full USPTO retrosynthesis dataset with 1.9M reactions from patents (1976-2016). The task is: Predict the reactants needed to synthesize the given product. (1) Given the product [CH3:22][C:16]1([CH3:23])[CH2:15][C:14]2[CH:13]=[C:12]3[N:19]([CH2:20][CH2:21][N:10]([C:6]4[CH:5]=[N:4][CH:3]=[C:2]([C:30]5[CH:29]=[C:28]([NH:41][C:42]6[CH:47]=[CH:46][N:45]=[C:44]([CH3:48])[N:43]=6)[C:27](=[O:49])[N:26]([CH3:25])[CH:31]=5)[C:7]=4[CH:8]=[O:9])[C:11]3=[O:24])[C:18]=2[CH2:17]1, predict the reactants needed to synthesize it. The reactants are: Br[C:2]1[CH:3]=[N:4][CH:5]=[C:6]([N:10]2[CH2:21][CH2:20][N:19]3[C:12](=[CH:13][C:14]4[CH2:15][C:16]([CH3:23])([CH3:22])[CH2:17][C:18]=43)[C:11]2=[O:24])[C:7]=1[CH:8]=[O:9].[CH3:25][N:26]1[CH:31]=[C:30](B2OC(C)(C)C(C)(C)O2)[CH:29]=[C:28]([NH:41][C:42]2[CH:47]=[CH:46][N:45]=[C:44]([CH3:48])[N:43]=2)[C:27]1=[O:49].[O-]P([O-])([O-])=O.[K+].[K+].[K+].C([O-])(=O)C.[Na+]. (2) Given the product [Br:8][C:9]1[CH:16]=[CH:15][C:12]([CH2:13][O:14][C:2]2[CH:7]=[CH:6][CH:5]=[CH:4][N:3]=2)=[CH:11][CH:10]=1, predict the reactants needed to synthesize it. The reactants are: F[C:2]1[CH:7]=[CH:6][CH:5]=[CH:4][N:3]=1.[Br:8][C:9]1[CH:16]=[CH:15][C:12]([CH2:13][OH:14])=[CH:11][CH:10]=1.CC(C)([O-])C.[K+].CN1CCCC1=O.